This data is from Forward reaction prediction with 1.9M reactions from USPTO patents (1976-2016). The task is: Predict the product of the given reaction. (1) Given the reactants [NH2:1][C:2]1[S:3][C:4]([C:17]2[CH:22]=[CH:21][CH:20]=[C:19]([F:23])[CH:18]=2)=[C:5]([C:7]([N:9]2[CH2:14][C@H:13]3[C@H:11]([CH2:12]3)[C@H:10]2[CH2:15][NH2:16])=[O:8])[N:6]=1.[CH3:24][N:25]1[C:33]2[C:28](=[CH:29][CH:30]=[CH:31][CH:32]=2)[C:27]([C:34](O)=[O:35])=[C:26]1[CH3:37], predict the reaction product. The product is: [NH2:1][C:2]1[S:3][C:4]([C:17]2[CH:22]=[CH:21][CH:20]=[C:19]([F:23])[CH:18]=2)=[C:5]([C:7]([N:9]2[CH2:14][C@H:13]3[C@H:11]([CH2:12]3)[C@H:10]2[CH2:15][NH:16][C:34]([C:27]2[C:28]3[C:33](=[CH:32][CH:31]=[CH:30][CH:29]=3)[N:25]([CH3:24])[C:26]=2[CH3:37])=[O:35])=[O:8])[N:6]=1. (2) Given the reactants Cl[C:2]1[C:7]([C:8]([O:10][CH3:11])=[O:9])=[CH:6][N:5]=[C:4]([Cl:12])[C:3]=1[N+:13]([O-:15])=[O:14].[CH2:16]([C:18]1[C:24]([CH2:25][OH:26])=[CH:23][CH:22]=[CH:21][C:19]=1[NH2:20])[CH3:17].C(N(C(C)C)C(C)C)C.O, predict the reaction product. The product is: [Cl:12][C:4]1[C:3]([N+:13]([O-:15])=[O:14])=[C:2]([NH:20][C:19]2[CH:21]=[CH:22][CH:23]=[C:24]([CH2:25][OH:26])[C:18]=2[CH2:16][CH3:17])[C:7]([C:8]([O:10][CH3:11])=[O:9])=[CH:6][N:5]=1. (3) Given the reactants [Cl:1][CH2:2][C:3]1[CH:4]=[C:5]([CH:32]=[CH:33][CH:34]=1)[C:6]([NH:8][C:9]1[S:10][C:11]2[CH2:31][CH2:30][CH2:29][CH2:28][C:12]=2[C:13]=1[C:14]([NH:16][C:17]1[CH:22]=[CH:21][C:20]([N:23]([CH2:26][CH3:27])[CH2:24][CH3:25])=[CH:19][CH:18]=1)=[O:15])=[O:7].[NH:35]1[CH2:40][CH2:39][O:38][CH2:37][CH2:36]1, predict the reaction product. The product is: [ClH:1].[ClH:1].[CH2:24]([N:23]([CH2:26][CH3:27])[C:20]1[CH:19]=[CH:18][C:17]([NH:16][C:14]([C:13]2[C:12]3[CH2:28][CH2:29][CH2:30][CH2:31][C:11]=3[S:10][C:9]=2[NH:8][C:6](=[O:7])[C:5]2[CH:32]=[CH:33][CH:34]=[C:3]([CH2:2][N:35]3[CH2:40][CH2:39][O:38][CH2:37][CH2:36]3)[CH:4]=2)=[O:15])=[CH:22][CH:21]=1)[CH3:25]. (4) Given the reactants [F:1][C:2]1[CH:3]=[C:4]([NH:9][CH2:10][C:11]([O:13][CH2:14][CH3:15])=[O:12])[CH:5]=[CH:6][C:7]=1[OH:8].[C:16](Cl)(=[O:18])[CH3:17].C(=O)([O-])[O-].[Na+].[Na+].Cl, predict the reaction product. The product is: [C:16]([N:9]([CH2:10][C:11]([O:13][CH2:14][CH3:15])=[O:12])[C:4]1[CH:5]=[CH:6][C:7]([OH:8])=[C:2]([F:1])[CH:3]=1)(=[O:18])[CH3:17].